This data is from HIV replication inhibition screening data with 41,000+ compounds from the AIDS Antiviral Screen. The task is: Binary Classification. Given a drug SMILES string, predict its activity (active/inactive) in a high-throughput screening assay against a specified biological target. (1) The compound is Cc1ccc(-c2c(C#N)c(O)n(NS(=O)(=O)c3ccccc3)c(=O)c2C#N)cc1. The result is 0 (inactive). (2) The molecule is O=C(O)c1cc(N=Nc2ccc(CCc3ccc(N=Nc4cc(C(=O)O)c(O)cc4O)cc3S(=O)(=O)O)c(S(=O)(=O)O)c2)c(O)cc1O.[NaH]. The result is 1 (active). (3) The drug is Br.N=C(N)SCc1ccc(N=C=S)cc1. The result is 0 (inactive). (4) The drug is Cc1cccc(-c2nc3sc(-c4cccc(C)n4)nc3s2)n1. The result is 0 (inactive). (5) The molecule is CC(C)C(=O)N1Cc2cc(Cl)cc(Cl)c2OC(=O)c2ccccc21. The result is 0 (inactive). (6) The drug is CC(OC(C)(C)C)C(NC(=O)OCC(Cl)(Cl)Cl)C(=O)O. The result is 0 (inactive). (7) The result is 0 (inactive). The molecule is COC12C=CC(CC1)C(C)(C)C2=O.